Task: Regression. Given a peptide amino acid sequence and an MHC pseudo amino acid sequence, predict their binding affinity value. This is MHC class II binding data.. Dataset: Peptide-MHC class II binding affinity with 134,281 pairs from IEDB (1) The peptide sequence is KFKTGMHHLYREYPD. The MHC is DRB1_0101 with pseudo-sequence DRB1_0101. The binding affinity (normalized) is 0.328. (2) The peptide sequence is ALKESWGAIWRIDTP. The MHC is DRB1_1302 with pseudo-sequence DRB1_1302. The binding affinity (normalized) is 0.384. (3) The peptide sequence is HIMSVLDMGQGILHN. The MHC is DRB1_0101 with pseudo-sequence DRB1_0101. The binding affinity (normalized) is 0.787. (4) The peptide sequence is YKRQLMNILGAVYRY. The MHC is HLA-DPA10201-DPB11401 with pseudo-sequence HLA-DPA10201-DPB11401. The binding affinity (normalized) is 0.442.